This data is from Forward reaction prediction with 1.9M reactions from USPTO patents (1976-2016). The task is: Predict the product of the given reaction. (1) Given the reactants [CH3:1][O:2][C:3]1[CH:12]=[C:11]2[C:6]([CH2:7][CH2:8][CH:9]([NH:13][CH2:14][CH2:15][CH3:16])[CH2:10]2)=[CH:5][CH:4]=1.O=[C:18]1[CH2:24][N:23]([CH2:25][CH2:26][CH2:27][CH:28]=O)[CH2:22][CH2:21][CH2:20][O:19]1.C(N(C(C)C)CC)(C)C.C(O[BH-](OC(=O)C)OC(=O)C)(=[O:41])C.[Na+], predict the reaction product. The product is: [CH3:1][O:2][C:3]1[CH:12]=[C:11]2[C:6]([CH2:7][CH2:8][CH:9]([N:13]([CH2:14][CH2:15][CH3:16])[CH2:28][CH2:27][CH2:26][CH2:25][N:23]3[CH2:22][CH2:21][CH2:20][O:19][CH2:18][C:24]3=[O:41])[CH2:10]2)=[CH:5][CH:4]=1. (2) Given the reactants [C:1]([O:5][C:6]([N:8]1[CH2:13][CH2:12][O:11][CH:10]([C:14]2[CH:19]=[CH:18][C:17]([NH2:20])=[CH:16][CH:15]=2)[CH2:9]1)=[O:7])([CH3:4])([CH3:3])[CH3:2].Cl[C:22]1[CH:27]=[CH:26][C:25]([Cl:28])=[CH:24][N:23]=1.C(=O)([O-])[O-].[Cs+].[Cs+], predict the reaction product. The product is: [C:1]([O:5][C:6]([N:8]1[CH2:13][CH2:12][O:11][CH:10]([C:14]2[CH:15]=[CH:16][C:17]([NH:20][C:22]3[CH:27]=[CH:26][C:25]([Cl:28])=[CH:24][N:23]=3)=[CH:18][CH:19]=2)[CH2:9]1)=[O:7])([CH3:4])([CH3:2])[CH3:3]. (3) The product is: [NH2:29][CH2:28][C:27]([N:24]1[CH2:23][CH2:22][C:21]2[CH:38]=[CH:39][C:18]([C:15]3[N:14]=[C:13]([C:5]4[CH:4]=[C:3]([C:1]#[N:2])[C:8]([O:9][CH2:10][CH2:11][CH3:12])=[N:7][CH:6]=4)[O:17][N:16]=3)=[CH:19][C:20]=2[CH2:26][CH2:25]1)=[O:37]. Given the reactants [C:1]([C:3]1[CH:4]=[C:5]([C:13]2[O:17][N:16]=[C:15]([C:18]3[CH:39]=[CH:38][C:21]4[CH2:22][CH2:23][N:24]([C:27](=[O:37])[CH2:28][NH:29]C(=O)OC(C)(C)C)[CH2:25][CH2:26][C:20]=4[CH:19]=3)[N:14]=2)[CH:6]=[N:7][C:8]=1[O:9][CH2:10][CH2:11][CH3:12])#[N:2].FC(F)(F)C(O)=O, predict the reaction product. (4) Given the reactants [F:1][C:2]1[CH:3]=[C:4]([NH:9][CH2:10][CH2:11][C:12]2[CH:17]=[CH:16][C:15]([C:18]([F:21])([F:20])[F:19])=[CH:14][CH:13]=2)[CH:5]=[CH:6][C:7]=1[F:8].C(OC([NH:29][CH:30]([C:34]1[CH:39]=[CH:38][CH:37]=[CH:36][CH:35]=1)[C:31](O)=[O:32])=O)(C)(C)C, predict the reaction product. The product is: [NH2:29][CH:30]([C:34]1[CH:39]=[CH:38][CH:37]=[CH:36][CH:35]=1)[C:31]([N:9]([C:4]1[CH:5]=[CH:6][C:7]([F:8])=[C:2]([F:1])[CH:3]=1)[CH2:10][CH2:11][C:12]1[CH:17]=[CH:16][C:15]([C:18]([F:21])([F:19])[F:20])=[CH:14][CH:13]=1)=[O:32]. (5) Given the reactants [I:1][C:2]1[CH:7]=[CH:6][C:5]([NH:8][C:9](=[O:15])[O:10][C:11]([CH3:14])([CH3:13])[CH3:12])=[C:4]([N+:16]([O-])=O)[CH:3]=1, predict the reaction product. The product is: [NH2:16][C:4]1[CH:3]=[C:2]([I:1])[CH:7]=[CH:6][C:5]=1[NH:8][C:9](=[O:15])[O:10][C:11]([CH3:13])([CH3:12])[CH3:14]. (6) Given the reactants [O-:1][Mn](=O)(=O)=O.[K+].[F:7][C:8]1[CH:13]=[CH:12][C:11]([CH3:14])=[C:10]([N+:15]([O-:17])=[O:16])[CH:9]=1.[OH2:18], predict the reaction product. The product is: [F:7][C:8]1[CH:13]=[CH:12][C:11]([C:14]([OH:1])=[O:18])=[C:10]([N+:15]([O-:17])=[O:16])[CH:9]=1. (7) The product is: [C:1]([O:5][C:6]([N:8]1[C:14](=[O:15])[C@@H:13]2[CH2:16][C@H:9]1[CH2:10][CH2:11][C@@H:12]2[NH:17][C:18]([O:20][CH2:21][C:22]1[CH:27]=[CH:26][CH:25]=[CH:24][CH:23]=1)=[O:19])=[O:7])([CH3:4])([CH3:2])[CH3:3]. Given the reactants [C:1]([O:5][C:6]([N:8]1[C:14](=[O:15])[C@@H:13]2[CH2:16][C@@H:9]1[C@@H:10](I)[CH2:11][C@@H:12]2[NH:17][C:18]([O:20][CH2:21][C:22]1[CH:27]=[CH:26][CH:25]=[CH:24][CH:23]=1)=[O:19])=[O:7])([CH3:4])([CH3:3])[CH3:2].CCCC[SnH](CCCC)CCCC, predict the reaction product.